Dataset: Forward reaction prediction with 1.9M reactions from USPTO patents (1976-2016). Task: Predict the product of the given reaction. The product is: [CH3:6][O:7][CH2:8][C:9]1[S:4][C:3]([NH2:5])=[N:2][N:1]=1. Given the reactants [NH2:1][NH:2][C:3]([NH2:5])=[S:4].[CH3:6][O:7][CH2:8][C:9](O)=O.P(Cl)(Cl)(Cl)=O.[Na], predict the reaction product.